Dataset: Merck oncology drug combination screen with 23,052 pairs across 39 cell lines. Task: Regression. Given two drug SMILES strings and cell line genomic features, predict the synergy score measuring deviation from expected non-interaction effect. (1) Drug 1: O=P1(N(CCCl)CCCl)NCCCO1. Drug 2: Cn1cc(-c2cnn3c(N)c(Br)c(C4CCCNC4)nc23)cn1. Cell line: SKMEL30. Synergy scores: synergy=9.55. (2) Drug 1: CCC1(O)CC2CN(CCc3c([nH]c4ccccc34)C(C(=O)OC)(c3cc4c(cc3OC)N(C)C3C(O)(C(=O)OC)C(OC(C)=O)C5(CC)C=CCN6CCC43C65)C2)C1. Drug 2: CNC(=O)c1cc(Oc2ccc(NC(=O)Nc3ccc(Cl)c(C(F)(F)F)c3)cc2)ccn1. Cell line: MSTO. Synergy scores: synergy=-12.6. (3) Drug 1: NC(=O)c1cccc2cn(-c3ccc(C4CCCNC4)cc3)nc12. Drug 2: CC(C)CC(NC(=O)C(Cc1ccccc1)NC(=O)c1cnccn1)B(O)O. Cell line: ZR751. Synergy scores: synergy=2.09. (4) Synergy scores: synergy=21.7. Cell line: A2058. Drug 1: CC(C)CC(NC(=O)C(Cc1ccccc1)NC(=O)c1cnccn1)B(O)O. Drug 2: Cc1nc(Nc2ncc(C(=O)Nc3c(C)cccc3Cl)s2)cc(N2CCN(CCO)CC2)n1.